This data is from Catalyst prediction with 721,799 reactions and 888 catalyst types from USPTO. The task is: Predict which catalyst facilitates the given reaction. The catalyst class is: 6. Product: [ClH:1].[Br:2][C:3]1[CH:12]=[CH:11][CH:10]=[C:9]2[C:4]=1[CH2:5][C@H:6]([C:17]([OH:19])=[O:18])[NH:7][CH2:8]2. Reactant: [ClH:1].[Br:2][C:3]1[CH:12]=[CH:11][CH:10]=[C:9]2[C:4]=1[CH2:5][C@H:6]([C:17]([O:19]C)=[O:18])[N:7](C(OC)=O)[CH2:8]2.BrC1C=CC=C2C=1C[C@H](C(O)=O)N(C(OC)=O)C2.